This data is from Full USPTO retrosynthesis dataset with 1.9M reactions from patents (1976-2016). The task is: Predict the reactants needed to synthesize the given product. (1) Given the product [CH2:25]([N:11]1[CH:12]=[C:13]([C:15]2[CH:24]=[CH:23][C:18]([C:19]([NH:21][CH3:22])=[O:20])=[CH:17][CH:16]=2)[N:14]=[C:10]1/[CH:9]=[CH:8]/[C:5]1[CH:6]=[CH:7][C:2]([C:31]2[CH:32]=[CH:33][C:28]([OH:27])=[CH:29][CH:30]=2)=[CH:3][CH:4]=1)[CH3:26], predict the reactants needed to synthesize it. The reactants are: Br[C:2]1[CH:7]=[CH:6][C:5](/[CH:8]=[CH:9]/[C:10]2[N:11]([CH2:25][CH3:26])[CH:12]=[C:13]([C:15]3[CH:24]=[CH:23][C:18]([C:19]([NH:21][CH3:22])=[O:20])=[CH:17][CH:16]=3)[N:14]=2)=[CH:4][CH:3]=1.[OH:27][C:28]1[CH:33]=[CH:32][C:31](B(O)O)=[CH:30][CH:29]=1. (2) Given the product [CH3:1][C:2]1[O:6][C:5]([C:7]([NH:9][C:10]([C:13]2[N:19]([CH3:20])[C:17](=[O:18])[C:16]([OH:21])=[C:15]([C:22]([NH:24][CH2:25][C:26]3[CH:27]=[CH:28][C:29]([F:32])=[CH:30][CH:31]=3)=[O:23])[N:14]=2)([CH3:12])[CH3:11])=[O:8])=[N:4][N:3]=1.[C:34]([NH2:38])([CH3:37])([CH3:36])[CH3:35], predict the reactants needed to synthesize it. The reactants are: [CH3:1][C:2]1[O:6][C:5]([C:7]([NH:9][C:10]([C:13]2[N:19]([CH3:20])[C:17](=[O:18])[C:16]([OH:21])=[C:15]([C:22]([NH:24][CH2:25][C:26]3[CH:27]=[CH:28][C:29]([F:32])=[CH:30][CH:31]=3)=[O:23])[N:14]=2)([CH3:12])[CH3:11])=[O:8])=[N:4][N:3]=1.O.[C:34]([NH2:38])([CH3:37])([CH3:36])[CH3:35]. (3) Given the product [CH3:25][C:26]1[CH:31]=[CH:30][C:29]([C:2]2[C:15]3[C:16]4=[C:17]5[C:12](=[CH:13][CH:14]=3)[CH:11]=[CH:10][C:9]([C:18]3[CH:23]=[CH:22][C:21]([Cl:24])=[CH:20][CH:19]=3)=[C:8]5[CH:7]=[CH:6][C:5]4=[CH:4][CH:3]=2)=[CH:28][CH:27]=1, predict the reactants needed to synthesize it. The reactants are: Br[C:2]1[C:15]2[C:16]3=[C:17]4[C:12](=[CH:13][CH:14]=2)[CH:11]=[CH:10][C:9]([C:18]2[CH:23]=[CH:22][C:21]([Cl:24])=[CH:20][CH:19]=2)=[C:8]4[CH:7]=[CH:6][C:5]3=[CH:4][CH:3]=1.[CH3:25][C:26]1[CH:31]=[CH:30][C:29](B(O)O)=[CH:28][CH:27]=1.P([O-])([O-])([O-])=O.[K+].[K+].[K+].CN(C)C=O. (4) Given the product [CH3:6][N:7]([CH2:9][C:10]1[C:18]2[O:17][N:16]=[C:15]([CH2:19][CH2:20][CH:21]3[CH2:26][CH2:25][N:24]([CH2:4][CH:1]4[CH2:3][CH2:2]4)[CH2:23][CH2:22]3)[C:14]=2[CH:13]=[CH:12][C:11]=1[O:27][CH2:28][CH:29]1[CH2:30][CH2:31]1)[CH3:8], predict the reactants needed to synthesize it. The reactants are: [CH:1]1([CH:4]=O)[CH2:3][CH2:2]1.[CH3:6][N:7]([CH2:9][C:10]1[C:18]2[O:17][N:16]=[C:15]([CH2:19][CH2:20][CH:21]3[CH2:26][CH2:25][NH:24][CH2:23][CH2:22]3)[C:14]=2[CH:13]=[CH:12][C:11]=1[O:27][CH2:28][CH:29]1[CH2:31][CH2:30]1)[CH3:8].